Dataset: Full USPTO retrosynthesis dataset with 1.9M reactions from patents (1976-2016). Task: Predict the reactants needed to synthesize the given product. (1) Given the product [CH3:6][C:7]1[O:11][N:10]=[C:9]([C:12]2[N:16]3[N:17]=[C:18]([O:25][CH2:26][C:27]4[N:32]=[CH:31][C:30]([CH2:33][O:34][S:2]([CH3:1])(=[O:4])=[O:3])=[CH:29][CH:28]=4)[C:19]4[C:24]([C:15]3=[N:14][N:13]=2)=[CH:23][CH:22]=[CH:21][CH:20]=4)[CH:8]=1, predict the reactants needed to synthesize it. The reactants are: [CH3:1][S:2](Cl)(=[O:4])=[O:3].[CH3:6][C:7]1[O:11][N:10]=[C:9]([C:12]2[N:16]3[N:17]=[C:18]([O:25][CH2:26][C:27]4[N:32]=[CH:31][C:30]([CH2:33][OH:34])=[CH:29][CH:28]=4)[C:19]4[C:24]([C:15]3=[N:14][N:13]=2)=[CH:23][CH:22]=[CH:21][CH:20]=4)[CH:8]=1.CCN(CC)CC. (2) The reactants are: C([O-])=O.[NH4+].[N+:5]([C:8]1[C:13]([OH:14])=[CH:12][CH:11]=[C:10]([CH3:15])[N:9]=1)([O-])=O.[OH-].[K+].Cl.[C:19](=S)=[S:20]. Given the product [CH3:15][C:10]1[N:9]=[C:8]2[NH:5][C:19](=[S:20])[O:14][C:13]2=[CH:12][CH:11]=1, predict the reactants needed to synthesize it.